This data is from Reaction yield outcomes from USPTO patents with 853,638 reactions. The task is: Predict the reaction yield, written as a fraction of the theoretical maximum amount of product (1.0 means a 100% yield; for example, 0.34 means a 34% yield). (1) The reactants are [Br-].[C:2]1([S+:8]2[C:12]3[CH:13]=[CH:14][CH:15]=[CH:16][C:11]=3[C:10]3[CH:17]=[CH:18][CH:19]=[CH:20][C:9]2=3)[CH:7]=[CH:6][CH:5]=[CH:4][CH:3]=1.[OH:21][C:22]12[CH2:31][CH:26]3[CH2:27][CH:28]([CH2:30][CH:24]([CH2:25]3)[CH2:23]1)[CH2:29]2.[C:32]([O:35][CH:36]([CH3:47])[C:37]([F:46])([F:45])[C:38]([F:44])([F:43])[S:39]([O-:42])(=[O:41])=[O:40])(=[O:34])[CH3:33].[Na].O. The catalyst is ClCCl. The product is [OH:21][C:22]12[CH2:23][CH:24]3[CH2:30][CH:28]([CH2:27][C:26]([CH2:33][C:32]([O:35][CH:36]([CH3:47])[C:37]([F:46])([F:45])[C:38]([F:44])([F:43])[S:39]([O-:42])(=[O:41])=[O:40])=[O:34])([CH2:25]3)[CH2:31]1)[CH2:29]2.[C:2]1([S+:8]2[C:9]3[CH:20]=[CH:19][CH:18]=[CH:17][C:10]=3[C:11]3[CH:16]=[CH:15][CH:14]=[CH:13][C:12]2=3)[CH:7]=[CH:6][CH:5]=[CH:4][CH:3]=1. The yield is 0.990. (2) The reactants are [CH2:1]([CH:3]([CH2:9][C:10]1[CH:15]=[CH:14][C:13]([O:16][CH3:17])=[C:12]([O:18][CH2:19][CH2:20][C:21]2[CH:26]=[CH:25][C:24]([C:27]([F:30])([F:29])[F:28])=[CH:23][CH:22]=2)[CH:11]=1)[C:4]([O:6]CC)=[O:5])[CH3:2].[OH-].[Na+].Cl. The catalyst is CO. The product is [CH2:1]([CH:3]([CH2:9][C:10]1[CH:15]=[CH:14][C:13]([O:16][CH3:17])=[C:12]([O:18][CH2:19][CH2:20][C:21]2[CH:22]=[CH:23][C:24]([C:27]([F:28])([F:29])[F:30])=[CH:25][CH:26]=2)[CH:11]=1)[C:4]([OH:6])=[O:5])[CH3:2]. The yield is 0.880. (3) The reactants are [CH2:1]([OH:4])[CH2:2][OH:3].C1(C)C=CC(S(O)(=O)=O)=CC=1.[CH2:16]([O:23][C:24]([N:26]1[CH2:31][CH2:30][CH:29]([CH:32]=O)[CH2:28][CH2:27]1)=[O:25])[C:17]1[CH:22]=[CH:21][CH:20]=[CH:19][CH:18]=1. The catalyst is C1(C)C=CC=CC=1. The product is [CH2:16]([O:23][C:24]([N:26]1[CH2:31][CH2:30][CH:29]([CH:32]2[O:4][CH2:1][CH2:2][O:3]2)[CH2:28][CH2:27]1)=[O:25])[C:17]1[CH:18]=[CH:19][CH:20]=[CH:21][CH:22]=1. The yield is 0.780. (4) The reactants are [Na].Cl[C:3]1[CH:8]=[C:7]([NH2:9])[CH:6]=[CH:5][N:4]=1.Cl.[CH2:11]([OH:13])[CH3:12]. No catalyst specified. The product is [CH2:11]([O:13][C:3]1[CH:8]=[C:7]([NH2:9])[CH:6]=[CH:5][N:4]=1)[CH3:12]. The yield is 0.640. (5) The reactants are Cl[C:2]1[CH:11]=[CH:10][C:9]2[C:4](=[CH:5][C:6]([N:12]3[CH2:15][CH:14]([N:16]4[CH2:21][CH2:20][N:19]([CH:22]([CH3:24])[CH3:23])[CH2:18][CH2:17]4)[CH2:13]3)=[CH:7][N:8]=2)[N:3]=1.[NH2:25][C:26]1[O:27][C:28]2[CH:34]=[CH:33][C:32](B(O)O)=[CH:31][C:29]=2[N:30]=1.C([O-])([O-])=O.[Na+].[Na+]. The catalyst is O1CCOCC1.O.C1C=CC([P]([Pd]([P](C2C=CC=CC=2)(C2C=CC=CC=2)C2C=CC=CC=2)([P](C2C=CC=CC=2)(C2C=CC=CC=2)C2C=CC=CC=2)[P](C2C=CC=CC=2)(C2C=CC=CC=2)C2C=CC=CC=2)(C2C=CC=CC=2)C2C=CC=CC=2)=CC=1. The product is [CH:22]([N:19]1[CH2:20][CH2:21][N:16]([CH:14]2[CH2:15][N:12]([C:6]3[CH:5]=[C:4]4[C:9]([CH:10]=[CH:11][C:2]([C:32]5[CH:33]=[CH:34][C:28]6[O:27][C:26]([NH2:25])=[N:30][C:29]=6[CH:31]=5)=[N:3]4)=[N:8][CH:7]=3)[CH2:13]2)[CH2:17][CH2:18]1)([CH3:24])[CH3:23]. The yield is 0.425. (6) The reactants are [NH2:1][C:2]1[C:3]([N:8]2[CH2:13][CH2:12][NH:11][CH2:10][CH:9]2[C:14]([O:16][C:17]([CH3:20])([CH3:19])[CH3:18])=[O:15])=[N:4][CH:5]=[CH:6][CH:7]=1.[CH3:21][C:22]([CH3:24])=O.CC(O)=O.[BH-](OC(C)=O)(OC(C)=O)OC(C)=O.[Na+].C([O-])(O)=O.[Na+]. The catalyst is ClC(Cl)C. The product is [C:14]([CH:9]1[CH2:10][NH:11][CH2:12][CH2:13][N:8]1[C:3]1[C:2]([NH:1][CH:22]([CH3:24])[CH3:21])=[CH:7][CH:6]=[CH:5][N:4]=1)([O:16][C:17]([CH3:20])([CH3:19])[CH3:18])=[O:15]. The yield is 1.00. (7) The reactants are O1CCCCC1[N:7]1[CH:11]=[N:10][C:9]([C:12]2[N:17]=[CH:16][C:15]([C:18]3[N:19]=[C:20]4[N:27]([CH:28]5[CH2:33][CH2:32][O:31][CH2:30][CH2:29]5)[CH2:26][C:25](=[O:34])[NH:24][C:21]4=[N:22][CH:23]=3)=[CH:14][CH:13]=2)=[N:8]1.O1CCC(N2C3C(=NC=C([Sn](C)(C)C)N=3)NC(=O)C2)CC1.BrC1C=CC(C2N=CN(C3CCCCO3)N=2)=NC=1.C1(C)C=CC=CC=1P(C1C=CC=CC=1C)C1C=CC=CC=1C.C(N(CC)CC)C. The catalyst is C1C=CC(/C=C/C(/C=C/C2C=CC=CC=2)=O)=CC=1.C1C=CC(/C=C/C(/C=C/C2C=CC=CC=2)=O)=CC=1.C1C=CC(/C=C/C(/C=C/C2C=CC=CC=2)=O)=CC=1.[Pd].[Pd].CN(C)C=O. The product is [NH:7]1[CH:11]=[N:10][C:9]([C:12]2[N:17]=[CH:16][C:15]([C:18]3[N:19]=[C:20]4[N:27]([CH:28]5[CH2:29][CH2:30][O:31][CH2:32][CH2:33]5)[CH2:26][C:25](=[O:34])[NH:24][C:21]4=[N:22][CH:23]=3)=[CH:14][CH:13]=2)=[N:8]1. The yield is 0.390. (8) The reactants are [CH2:1]([O:3][C:4]([CH:6]1[CH2:11][CH:10]([C:12]([O:14]CC)=[O:13])[CH2:9][N:8]([C:17]([O:19][C:20]([CH3:23])([CH3:22])[CH3:21])=[O:18])[CH2:7]1)=[O:5])[CH3:2].Cl. The catalyst is P([O-])([O-])([O-])=O.O. The product is [CH2:1]([O:3][C:4]([CH:6]1[CH2:11][CH:10]([C:12]([OH:14])=[O:13])[CH2:9][N:8]([C:17]([O:19][C:20]([CH3:21])([CH3:23])[CH3:22])=[O:18])[CH2:7]1)=[O:5])[CH3:2]. The yield is 0.940. (9) The reactants are [Li+].[OH-].[OH:3][CH:4]1[CH2:9][CH2:8][CH:7]([C@H:10]([NH:15][C:16]([C:18]2[C:27]([NH:28][C:29]([NH:31][C:32]3[C:37]([CH3:38])=[CH:36][C:35]([CH3:39])=[CH:34][C:33]=3[CH3:40])=[O:30])=[CH:26][C:25]3[C:20](=[CH:21][CH:22]=[CH:23][CH:24]=3)[CH:19]=2)=[O:17])[C:11]([O:13]C)=[O:12])[CH2:6][CH2:5]1.Cl.C(OCC)(=O)C. The catalyst is O.C1COCC1.CO. The product is [OH:3][CH:4]1[CH2:9][CH2:8][CH:7]([C@H:10]([NH:15][C:16]([C:18]2[C:27]([NH:28][C:29]([NH:31][C:32]3[C:33]([CH3:40])=[CH:34][C:35]([CH3:39])=[CH:36][C:37]=3[CH3:38])=[O:30])=[CH:26][C:25]3[C:20](=[CH:21][CH:22]=[CH:23][CH:24]=3)[CH:19]=2)=[O:17])[C:11]([OH:13])=[O:12])[CH2:6][CH2:5]1. The yield is 0.340.